From a dataset of Reaction yield outcomes from USPTO patents with 853,638 reactions. Predict the reaction yield, written as a fraction of the theoretical maximum amount of product (1.0 means a 100% yield; for example, 0.34 means a 34% yield). (1) The reactants are [CH3:1][O:2][C:3]1[CH:8]=[CH:7][C:6]([C:9]2[CH:17]=[CH:16][CH:15]=[C:14]3[C:10]=2[CH2:11][C:12](=[O:18])[NH:13]3)=[CH:5][CH:4]=1.[CH2:19]([N:21]([CH2:36][CH3:37])[CH2:22][CH2:23][NH:24][C:25]([C:27]1[C:31]([CH3:32])=[C:30]([CH:33]=O)[NH:29][C:28]=1[CH3:35])=[O:26])[CH3:20]. The catalyst is C(O)C.N1CCCCC1. The product is [CH2:36]([N:21]([CH2:19][CH3:20])[CH2:22][CH2:23][NH:24][C:25]([C:27]1[C:31]([CH3:32])=[C:30]([CH:33]=[C:11]2[C:10]3[C:14](=[CH:15][CH:16]=[CH:17][C:9]=3[C:6]3[CH:7]=[CH:8][C:3]([O:2][CH3:1])=[CH:4][CH:5]=3)[NH:13][C:12]2=[O:18])[NH:29][C:28]=1[CH3:35])=[O:26])[CH3:37]. The yield is 0.720. (2) The reactants are Cl.[NH2:2][CH2:3][C:4]1[CH:9]=[CH:8][C:7]([N:10]2[C:14]3=[N:15][CH:16]=[CH:17][CH:18]=[C:13]3[N:12]=[C:11]2[C:19]2[C:20]([NH2:25])=[N:21][CH:22]=[CH:23][CH:24]=2)=[CH:6][CH:5]=1.C(N(C(C)C)CC)(C)C.[C:35]([C:39]1[CH:44]=[CH:43][C:42]([N:45]=[C:46]=[O:47])=[CH:41][CH:40]=1)([CH3:38])([CH3:37])[CH3:36].O. The catalyst is ClCCl. The product is [NH2:25][C:20]1[C:19]([C:11]2[N:10]([C:7]3[CH:6]=[CH:5][C:4]([CH2:3][NH:2][C:46]([NH:45][C:42]4[CH:43]=[CH:44][C:39]([C:35]([CH3:38])([CH3:37])[CH3:36])=[CH:40][CH:41]=4)=[O:47])=[CH:9][CH:8]=3)[C:14]3=[N:15][CH:16]=[CH:17][CH:18]=[C:13]3[N:12]=2)=[CH:24][CH:23]=[CH:22][N:21]=1. The yield is 0.150.